Dataset: Full USPTO retrosynthesis dataset with 1.9M reactions from patents (1976-2016). Task: Predict the reactants needed to synthesize the given product. (1) Given the product [S:9]1[CH:13]=[CH:12][C:11]([C:5]2[N:6]=[CH:7][C:2]([NH2:1])=[N:3][CH:4]=2)=[CH:10]1, predict the reactants needed to synthesize it. The reactants are: [NH2:1][C:2]1[CH:7]=[N:6][C:5](Br)=[CH:4][N:3]=1.[S:9]1[CH:13]=[CH:12][C:11](B(O)O)=[CH:10]1.C(=O)([O-])[O-].[Na+].[Na+]. (2) Given the product [Cl:22][C:17]1[CH:16]=[C:15]([C:13]2[N:14]=[C:10]([C:8]3[CH:7]=[CH:6][C:5]([C:28]4[CH:29]=[CH:30][N:25]=[CH:26][CH:27]=4)=[C:4]([CH:9]=3)[C:3]([OH:2])=[O:24])[S:11][CH:12]=2)[CH:20]=[CH:19][C:18]=1[Cl:21], predict the reactants needed to synthesize it. The reactants are: C[O:2][C:3](=[O:24])[C:4]1[CH:9]=[C:8]([C:10]2[S:11][CH:12]=[C:13]([C:15]3[CH:20]=[CH:19][C:18]([Cl:21])=[C:17]([Cl:22])[CH:16]=3)[N:14]=2)[CH:7]=[CH:6][C:5]=1Br.[N:25]1[CH:30]=[CH:29][C:28](B(O)O)=[CH:27][CH:26]=1. (3) Given the product [CH3:14][C:10]1[CH:9]=[C:8]([C:3]2[C:1](=[O:17])[O:6][C:5](=[O:7])[CH:4]=2)[CH:13]=[CH:12][CH:11]=1, predict the reactants needed to synthesize it. The reactants are: [C:1]([C:3]([C:8]1[CH:13]=[CH:12][CH:11]=[C:10]([CH3:14])[CH:9]=1)=[CH:4][C:5]([O-:7])=[O:6])#N.[K+].S(=O)(=O)(O)[OH:17]. (4) Given the product [Br:1][C:2]1[CH:3]=[C:4]2[C:9](=[CH:10][C:11]=1[O:12][CH3:13])[N:8]=[C:7]([Cl:17])[N:6]=[CH:5]2, predict the reactants needed to synthesize it. The reactants are: [Br:1][C:2]1[CH:3]=[C:4]2[C:9](=[CH:10][C:11]=1[O:12][CH3:13])[N:8]=[C:7](O)[N:6]=[CH:5]2.P(Cl)(Cl)([Cl:17])=O. (5) Given the product [CH:27]1([NH:26][C:24]([C:6]2[N:7]=[N:8][N:9]([C:10]3[CH:15]=[CH:14][C:13]([C:16]([NH:18][CH2:19][C:20]([F:21])([F:22])[F:23])=[O:17])=[CH:12][CH:11]=3)[C:5]=2/[CH:4]=[CH:3]/[CH3:2])=[O:25])[CH2:29][CH2:28]1, predict the reactants needed to synthesize it. The reactants are: Br[CH2:2][CH2:3][CH2:4][C:5]1[N:9]([C:10]2[CH:15]=[CH:14][C:13]([C:16]([NH:18][CH2:19][C:20]([F:23])([F:22])[F:21])=[O:17])=[CH:12][CH:11]=2)[N:8]=[N:7][C:6]=1[C:24]([NH:26][CH:27]1[CH2:29][CH2:28]1)=[O:25].O.[F-].C([N+](CCCC)(CCCC)CCCC)CCC. (6) The reactants are: [C:1]([C:4]1[C:12]2[C:7](=[CH:8][C:9]([OH:13])=[CH:10][CH:11]=2)[N:6]([CH2:14][C:15]([O:17]C(C)(C)C)=[O:16])[CH:5]=1)(=[O:3])[CH3:2]. Given the product [C:1]([C:4]1[C:12]2[C:7](=[CH:8][C:9]([OH:13])=[CH:10][CH:11]=2)[N:6]([CH2:14][C:15]([OH:17])=[O:16])[CH:5]=1)(=[O:3])[CH3:2], predict the reactants needed to synthesize it.